Predict the reactants needed to synthesize the given product. From a dataset of Full USPTO retrosynthesis dataset with 1.9M reactions from patents (1976-2016). (1) Given the product [CH3:15][C:7]1[C:5]2[NH:6][C:2](=[O:17])[S:3][C:4]=2[CH:10]=[CH:9][C:8]=1[C:11]([O:13][CH3:14])=[O:12], predict the reactants needed to synthesize it. The reactants are: Cl[C:2]1[S:3][C:4]2[CH:10]=[CH:9][C:8]([C:11]([O:13][CH3:14])=[O:12])=[C:7]([CH3:15])[C:5]=2[N:6]=1.C[O-:17].[K+]. (2) The reactants are: [CH3:1][O:2][C:3]([C:5]1[S:9][C:8]([N:10]2[CH2:15][CH2:14][NH:13][CH2:12][CH2:11]2)=[N:7][CH:6]=1)=[O:4].[C:16]1([C:26]2[CH:31]=[CH:30][CH:29]=[CH:28][CH:27]=2)[CH:21]=[CH:20][C:19]([S:22](Cl)(=[O:24])=[O:23])=[CH:18][CH:17]=1.C(N(CC)CC)C.O. Given the product [CH3:1][O:2][C:3]([C:5]1[S:9][C:8]([N:10]2[CH2:11][CH2:12][N:13]([S:22]([C:19]3[CH:18]=[CH:17][C:16]([C:26]4[CH:31]=[CH:30][CH:29]=[CH:28][CH:27]=4)=[CH:21][CH:20]=3)(=[O:24])=[O:23])[CH2:14][CH2:15]2)=[N:7][CH:6]=1)=[O:4], predict the reactants needed to synthesize it.